From a dataset of Reaction yield outcomes from USPTO patents with 853,638 reactions. Predict the reaction yield, written as a fraction of the theoretical maximum amount of product (1.0 means a 100% yield; for example, 0.34 means a 34% yield). (1) The reactants are [Br:1][C:2]1[CH:11]=[CH:10][C:5]([C:6]([O:8][CH3:9])=[O:7])=[C:4]([CH3:12])[CH:3]=1.CC(N=NC(C#N)(C)C)(C#N)C.C1C(=O)N([Br:32])C(=O)C1. The catalyst is C(Cl)(Cl)(Cl)Cl. The product is [Br:1][C:2]1[CH:11]=[CH:10][C:5]([C:6]([O:8][CH3:9])=[O:7])=[C:4]([CH2:12][Br:32])[CH:3]=1. The yield is 0.790. (2) The reactants are [O:1]=[C:2]1[CH2:7][CH2:6][N:5]([C:8]2[CH:13]=[CH:12][C:11]([N:14]3[CH2:18][C@H:17]([CH2:19][NH:20][C:21](=[O:23])[CH3:22])[O:16][C:15]3=[O:24])=[CH:10][C:9]=2[F:25])[CH2:4][C:3]1([CH3:27])[CH3:26].[BH4-].[Na+]. The catalyst is CO. The product is [OH:1][CH:2]1[CH2:7][CH2:6][N:5]([C:8]2[CH:13]=[CH:12][C:11]([N:14]3[CH2:18][C@H:17]([CH2:19][NH:20][C:21](=[O:23])[CH3:22])[O:16][C:15]3=[O:24])=[CH:10][C:9]=2[F:25])[CH2:4][C:3]1([CH3:27])[CH3:26]. The yield is 0.780. (3) The reactants are [CH2:1]([O:3][C:4]([C:6]1[C:10]([CH3:11])=[CH:9][NH:8][C:7]=1[CH2:12][C:13](=O)[NH:14][CH2:15][CH2:16][NH:17][C:18](=O)[CH3:19])=[O:5])[CH3:2]. The catalyst is O1CCCC1. The product is [CH2:1]([O:3][C:4]([C:6]1[C:10]([CH3:11])=[CH:9][NH:8][C:7]=1[CH2:12][CH2:13][NH:14][CH2:15][CH2:16][NH:17][CH2:18][CH3:19])=[O:5])[CH3:2]. The yield is 0.880. (4) The reactants are CO[C:3]([C:5]1[S:6][C:7]([C:10](=[O:21])[NH:11][CH2:12][CH2:13][NH:14][C:15]2[CH:20]=[CH:19][CH:18]=[CH:17][N:16]=2)=[CH:8][CH:9]=1)=[O:4].[Li+].[OH-].N1C=CC=CC=1NCCNC(C1SC(C(O)=O)=CC=1)=O.C(OC(NC[CH2:53][O:54][C:55](=[O:72])[CH:56]([NH:59][S:60]([C:63]1[C:68]([CH3:69])=[CH:67][C:66]([CH3:70])=[CH:65][C:64]=1[CH3:71])(=[O:62])=[O:61])[CH2:57][NH2:58])=O)(C)(C)C.OC1C2N=NNC=2C=CC=1.Cl.C(N=C=N)C. The catalyst is CN(C=O)C. The product is [CH3:53][O:54][C:55](=[O:72])[CH:56]([NH:59][S:60]([C:63]1[C:68]([CH3:69])=[CH:67][C:66]([CH3:70])=[CH:65][C:64]=1[CH3:71])(=[O:62])=[O:61])[CH2:57][NH:58][C:3]([C:5]1[S:6][C:7]([C:10](=[O:21])[NH:11][CH2:12][CH2:13][NH:14][C:15]2[CH:20]=[CH:19][CH:18]=[CH:17][N:16]=2)=[CH:8][CH:9]=1)=[O:4]. The yield is 0.870. (5) The reactants are C[O:2][C:3](=[O:24])[C@@H:4]([N:9]1[CH2:13][C:12]([O:14][C:15]2[CH:20]=[CH:19][C:18]([F:21])=[CH:17][C:16]=2[F:22])=[CH:11][C:10]1=[O:23])[CH2:5][CH:6]([CH3:8])[CH3:7].O.[OH-].[Li+].Cl. The catalyst is O1CCCC1.O. The product is [F:22][C:16]1[CH:17]=[C:18]([F:21])[CH:19]=[CH:20][C:15]=1[O:14][C:12]1[CH2:13][N:9]([C@@H:4]([CH2:5][CH:6]([CH3:8])[CH3:7])[C:3]([OH:24])=[O:2])[C:10](=[O:23])[CH:11]=1. The yield is 0.970. (6) The reactants are C([O:3][C:4](=[O:28])[CH2:5][C:6]1[N:7]=[C:8]([NH:11][C:12](=[O:27])[C:13]([CH3:26])([O:15][C:16]2[C:25]3[C:20](=[CH:21][CH:22]=[CH:23][CH:24]=3)[CH:19]=[CH:18][CH:17]=2)[CH3:14])[S:9][CH:10]=1)C.[Li+].[OH-]. The yield is 0.890. The product is [CH3:26][C:13]([O:15][C:16]1[C:25]2[C:20](=[CH:21][CH:22]=[CH:23][CH:24]=2)[CH:19]=[CH:18][CH:17]=1)([CH3:14])[C:12]([NH:11][C:8]1[S:9][CH:10]=[C:6]([CH2:5][C:4]([OH:28])=[O:3])[N:7]=1)=[O:27]. The catalyst is C1COCC1.CO.O. (7) The reactants are [CH2:1]([O:8][C:9]1[CH:18]=[C:17]2[C:12]([C:13](O)=[CH:14][CH:15]=[N:16]2)=[CH:11][C:10]=1[O:20][CH3:21])[C:2]1[CH:7]=[CH:6][CH:5]=[CH:4][CH:3]=1.C(=O)([O-])[O-].[Na+].[Na+].C(=O)(O)[O-].[Na+].P(Cl)(Cl)([Cl:35])=O. No catalyst specified. The product is [CH2:1]([O:8][C:9]1[CH:18]=[C:17]2[C:12]([C:13]([Cl:35])=[CH:14][CH:15]=[N:16]2)=[CH:11][C:10]=1[O:20][CH3:21])[C:2]1[CH:7]=[CH:6][CH:5]=[CH:4][CH:3]=1. The yield is 0.950.